From a dataset of Peptide-MHC class I binding affinity with 185,985 pairs from IEDB/IMGT. Regression. Given a peptide amino acid sequence and an MHC pseudo amino acid sequence, predict their binding affinity value. This is MHC class I binding data. The peptide sequence is LTFLDCLYY. The MHC is HLA-A11:01 with pseudo-sequence HLA-A11:01. The binding affinity (normalized) is 0.602.